Dataset: Peptide-MHC class II binding affinity with 134,281 pairs from IEDB. Task: Regression. Given a peptide amino acid sequence and an MHC pseudo amino acid sequence, predict their binding affinity value. This is MHC class II binding data. (1) The peptide sequence is TVEKWLACGVDNFCV. The MHC is HLA-DQA10501-DQB10402 with pseudo-sequence HLA-DQA10501-DQB10402. The binding affinity (normalized) is 0.242. (2) The peptide sequence is TATYGGKWLDAKSTW. The MHC is DRB1_0301 with pseudo-sequence DRB1_0301. The binding affinity (normalized) is 0.0468. (3) The peptide sequence is NDSKLLKMVTSVIKN. The MHC is H-2-IAb with pseudo-sequence H-2-IAb. The binding affinity (normalized) is 0.0682. (4) The peptide sequence is HDCGSHLVEAL. The MHC is HLA-DQA10102-DQB10604 with pseudo-sequence HLA-DQA10102-DQB10604. The binding affinity (normalized) is 0.